From a dataset of Reaction yield outcomes from USPTO patents with 853,638 reactions. Predict the reaction yield, written as a fraction of the theoretical maximum amount of product (1.0 means a 100% yield; for example, 0.34 means a 34% yield). (1) The product is [BrH:8].[CH3:1][CH:2]1[NH:3][CH2:4][CH2:5][N:6]([C:9]2[CH:14]=[CH:13][CH:12]=[CH:11][N:10]=2)[CH2:7]1. The yield is 0.260. No catalyst specified. The reactants are [CH3:1][CH:2]1[CH2:7][NH:6][CH2:5][CH2:4][NH:3]1.[Br:8][C:9]1[CH:14]=[CH:13][CH:12]=[CH:11][N:10]=1. (2) The reactants are [F:1][C:2]1[CH:7]=[CH:6][C:5]([NH:8][C:9]2[N:10]([CH3:28])[C:11]3[C:20]4[C:19](=[O:21])[NH:18][C:17]([CH:22]([OH:25])[CH:23]=[CH2:24])=[C:16]([CH3:26])[C:15]=4[CH:14]=[CH:13][C:12]=3[N:27]=2)=[C:4]([CH3:29])[CH:3]=1.C(N(CC)CC)C.[C:37](OC(=O)C)(=[O:39])[CH3:38].[Cl-].[NH4+]. The catalyst is CN(C1C=CN=CC=1)C.C1COCC1. The product is [F:1][C:2]1[CH:7]=[CH:6][C:5]([NH:8][C:9]2[N:10]([CH3:28])[C:11]3[C:20]4[C:19](=[O:21])[NH:18][C:17]([CH:22]([O:25][C:37](=[O:39])[CH3:38])[CH:23]=[CH2:24])=[C:16]([CH3:26])[C:15]=4[CH:14]=[CH:13][C:12]=3[N:27]=2)=[C:4]([CH3:29])[CH:3]=1. The yield is 0.550. (3) The reactants are [C:1]([C:4]1[CH:5]=[CH:6][C:7]([Cl:15])=[C:8]([NH:10][S:11]([CH3:14])(=[O:13])=[O:12])[CH:9]=1)(=[O:3])[CH3:2].CO[CH:18](OC)[N:19]([CH3:21])[CH3:20].[C:24](OCC)(=O)C. The catalyst is CN(C)C=O.C(OCC)(=O)C.CC(O)C. The product is [Cl:15][C:7]1[CH:6]=[CH:5][C:4]([C:1](=[O:3])[CH:2]=[CH:18][N:19]([CH3:21])[CH3:20])=[CH:9][C:8]=1[N:10]([CH3:24])[S:11]([CH3:14])(=[O:13])=[O:12]. The yield is 0.400. (4) The reactants are CS(O[CH2:6][CH2:7][O:8][C@@H:9]1[C@@H:16]2[C@@H:12]([O:13][C:14]([CH3:18])([CH3:17])[O:15]2)[C@H:11]([N:19]2[C:23]3[N:24]=[C:25]([S:40][CH2:41][CH2:42][CH3:43])[N:26]=[C:27]([NH:28][C@@H:29]4[CH2:31][C@H:30]4[C:32]4[CH:37]=[CH:36][C:35]([F:38])=[C:34]([F:39])[CH:33]=4)[C:22]=3[N:21]=[N:20]2)[CH2:10]1)(=O)=O.[N-:44]=[N+:45]=[N-:46].[Na+].O. The catalyst is CN(C=O)C. The product is [N:44]([CH2:6][CH2:7][O:8][C@@H:9]1[C@H:16]2[O:15][C:14]([CH3:18])([CH3:17])[O:13][C@H:12]2[C@H:11]([N:19]2[C:23]3[N:24]=[C:25]([S:40][CH2:41][CH2:42][CH3:43])[N:26]=[C:27]([NH:28][C@@H:29]4[CH2:31][C@H:30]4[C:32]4[CH:37]=[CH:36][C:35]([F:38])=[C:34]([F:39])[CH:33]=4)[C:22]=3[N:21]=[N:20]2)[CH2:10]1)=[N+:45]=[N-:46]. The yield is 0.870.